From a dataset of Reaction yield outcomes from USPTO patents with 853,638 reactions. Predict the reaction yield, written as a fraction of the theoretical maximum amount of product (1.0 means a 100% yield; for example, 0.34 means a 34% yield). (1) The reactants are Cl.[NH2:2][OH:3].[OH-].[Na+].[C:6](#[N:23])[CH2:7][CH2:8][CH2:9][CH2:10][CH2:11][CH2:12][CH2:13][CH2:14][CH2:15][CH2:16][CH2:17][CH2:18][CH2:19][CH2:20][CH2:21][CH3:22]. The catalyst is C(O)C. The product is [OH:3][N:2]=[C:6]([NH2:23])[CH2:7][CH2:8][CH2:9][CH2:10][CH2:11][CH2:12][CH2:13][CH2:14][CH2:15][CH2:16][CH2:17][CH2:18][CH2:19][CH2:20][CH2:21][CH3:22]. The yield is 0.690. (2) The reactants are [F:1][C@:2]1([CH3:18])[C@H:6]([OH:7])[C@@H:5]([CH2:8][OH:9])[O:4][C@H:3]1[N:10]1[CH:17]=[CH:16][C:14]([NH2:15])=[N:13][C:11]1=[O:12].[C:19](Cl)(=[O:26])[C:20]1[CH:25]=[CH:24][CH:23]=[CH:22][CH:21]=1. The catalyst is N1C=CC=CC=1. The product is [C:19]([NH:15][C:14]1[CH:16]=[CH:17][N:10]([C@@H:3]2[O:4][C@H:5]([CH:8]([C:19](=[O:26])[C:20]3[CH:25]=[CH:24][CH:23]=[CH:22][CH:21]=3)[OH:9])[C@@:6]([C:19](=[O:26])[C:20]3[CH:25]=[CH:24][CH:23]=[CH:22][CH:21]=3)([OH:7])[C@:2]2([F:1])[CH3:18])[C:11](=[O:12])[N:13]=1)(=[O:26])[C:20]1[CH:25]=[CH:24][CH:23]=[CH:22][CH:21]=1. The yield is 0.910. (3) The reactants are [CH3:1][N:2]([CH3:30])[C:3]1[CH:4]=[C:5]([NH:14][C:15](=[O:29])[C@H:16]([NH:21]C(=O)OC(C)(C)C)[CH2:17][CH:18]([CH3:20])[CH3:19])[CH:6]=[CH:7][C:8]=1[C:9]1[O:13][CH:12]=[N:11][CH:10]=1.C(O)(C(F)(F)F)=O. The catalyst is ClCCl. The product is [NH2:21][C@H:16]([CH2:17][CH:18]([CH3:20])[CH3:19])[C:15]([NH:14][C:5]1[CH:6]=[CH:7][C:8]([C:9]2[O:13][CH:12]=[N:11][CH:10]=2)=[C:3]([N:2]([CH3:30])[CH3:1])[CH:4]=1)=[O:29]. The yield is 0.0800. (4) The reactants are [C:1]([NH2:4])(=[O:3])[CH3:2].O.[C:6]([OH:10])(=[O:9])[CH:7]=[O:8]. The catalyst is CC(C)=O. The product is [C:1]([NH:4][CH:7]([OH:8])[C:6]([OH:10])=[O:9])(=[O:3])[CH3:2]. The yield is 1.00.